Dataset: Full USPTO retrosynthesis dataset with 1.9M reactions from patents (1976-2016). Task: Predict the reactants needed to synthesize the given product. (1) The reactants are: [F:1][C:2]1[CH:9]=[CH:8][C:5]([CH2:6][NH2:7])=[CH:4][CH:3]=1.ClC(Cl)(O[C:14](=[O:20])OC(Cl)(Cl)Cl)Cl.[N-:22]=[C:23]=O.[CH3:25][N:26]([CH:28]=[O:29])C. Given the product [F:1][C:2]1[CH:9]=[CH:8][C:5]([CH2:6][NH:7][C:28]([NH:26][C:25]2[C:23]3[NH:22][C:14](=[O:20])[NH:7][C:6]=3[CH:5]=[CH:4][CH:3]=2)=[O:29])=[CH:4][CH:3]=1, predict the reactants needed to synthesize it. (2) Given the product [Cl:1][C:2]1[S:6][C:5]([CH2:7][O:8][CH2:9][C:10]2[O:14][N:13]=[C:12]([C:15]([OH:17])=[O:16])[CH:11]=2)=[CH:4][CH:3]=1, predict the reactants needed to synthesize it. The reactants are: [Cl:1][C:2]1[S:6][C:5]([CH2:7][O:8][CH2:9][C:10]2[O:14][N:13]=[C:12]([C:15]([O:17]CC)=[O:16])[CH:11]=2)=[CH:4][CH:3]=1.[OH-].[Na+]. (3) Given the product [CH:19]1([CH2:18][CH:8]([C:5]2[CH:4]=[CH:3][C:2]([NH:1][C:34](=[O:41])[C:35]3[CH:40]=[CH:39][CH:38]=[N:37][CH:36]=3)=[CH:7][CH:6]=2)[C:9](=[O:10])[NH:11][C:12]2[CH:17]=[CH:16][CH:15]=[CH:14][N:13]=2)[CH2:23][CH2:22][CH2:21][CH2:20]1, predict the reactants needed to synthesize it. The reactants are: [NH2:1][C:2]1[CH:7]=[CH:6][C:5]([CH:8]([CH2:18][CH:19]2[CH2:23][CH2:22][CH2:21][CH2:20]2)[C:9]([NH:11][C:12]2[CH:17]=[CH:16][CH:15]=[CH:14][N:13]=2)=[O:10])=[CH:4][CH:3]=1.C(N(CC)C(C)C)(C)C.Cl.[C:34](Cl)(=[O:41])[C:35]1[CH:40]=[CH:39][CH:38]=[N:37][CH:36]=1. (4) Given the product [C:1]1([C:7]2[N:12]=[C:11]([C:13]([OH:15])=[O:14])[CH:10]=[C:9]([CH2:17][N:18]3[CH2:22][CH2:21][CH2:20][CH2:19]3)[N:8]=2)[CH:2]=[CH:3][CH:4]=[CH:5][CH:6]=1, predict the reactants needed to synthesize it. The reactants are: [C:1]1([C:7]2[N:12]=[C:11]([C:13]([O:15]C)=[O:14])[CH:10]=[C:9]([CH2:17][N:18]3[CH2:22][CH2:21][CH2:20][CH2:19]3)[N:8]=2)[CH:6]=[CH:5][CH:4]=[CH:3][CH:2]=1.O[Li].O.CO.Cl. (5) Given the product [Br:3][C:4]1[CH:9]=[CH:8][C:7]([N:10]2[C:21]3[C:13](=[C:14]4[N:18]([C:19](=[O:22])[CH:20]=3)[CH2:17][CH2:16][CH2:15]4)[N:12]([S:33]([C:30]3[CH:29]=[CH:28][C:27]([C:26]([F:25])([F:37])[F:38])=[CH:32][CH:31]=3)(=[O:35])=[O:34])[C:11]2=[O:23])=[C:6]([F:24])[CH:5]=1, predict the reactants needed to synthesize it. The reactants are: [H-].[Na+].[Br:3][C:4]1[CH:9]=[CH:8][C:7]([N:10]2[C:21]3[C:13](=[C:14]4[N:18]([C:19](=[O:22])[CH:20]=3)[CH2:17][CH2:16][CH2:15]4)[NH:12][C:11]2=[O:23])=[C:6]([F:24])[CH:5]=1.[F:25][C:26]([F:38])([F:37])[C:27]1[CH:32]=[CH:31][C:30]([S:33](Cl)(=[O:35])=[O:34])=[CH:29][CH:28]=1. (6) Given the product [NH:13]1[C:6]2[C:3](=[CH:2][CH:9]=[CH:8][CH:7]=2)[C:4]([NH2:5])=[N:14]1, predict the reactants needed to synthesize it. The reactants are: F[C:2]1[CH:9]=[CH:8][C:7](OC)=[CH:6][C:3]=1[C:4]#[N:5].O.[NH2:13][NH2:14]. (7) Given the product [Cl:1][C:2]1[C:7]([F:8])=[CH:6][CH:5]=[CH:4][C:3]=1[C@:9]([C@@H:18]1[CH2:23][CH2:22][CH2:21][N:20]([C:24](=[O:45])[NH:25][C@H:26]([CH2:35][NH:36][CH3:44])[C@H:27]([CH:29]2[CH2:34][CH2:33][CH2:32][CH2:31][CH2:30]2)[OH:28])[CH2:19]1)([OH:17])[CH2:10][CH2:11][CH2:12][NH:13][C:46](=[O:47])[O:52][CH3:53], predict the reactants needed to synthesize it. The reactants are: [Cl:1][C:2]1[C:7]([F:8])=[CH:6][CH:5]=[CH:4][C:3]=1[C@:9]([C@@H:18]1[CH2:23][CH2:22][CH2:21][N:20]([C:24](=[O:45])[NH:25][C@H:26]([CH2:35][N:36]([CH3:44])C(OC(C)(C)C)=O)[C@H:27]([CH:29]2[CH2:34][CH2:33][CH2:32][CH2:31][CH2:30]2)[OH:28])[CH2:19]1)([OH:17])[CH2:10][CH2:11][CH2:12][NH:13]C(=O)[O-].[C:46]([OH:52])(C(F)(F)F)=[O:47].[CH2:53](Cl)Cl. (8) Given the product [C:49]([O:48][C@@H:42]([C:33]1[C:32]([CH3:53])=[CH:31][C:29]2[N:30]=[C:26]([C:10]3[CH:11]=[CH:12][CH:13]=[C:8]([N:6]4[CH:7]=[C:2]([CH3:1])[C:3](=[O:24])[NH:4][C:5]4=[O:23])[CH:9]=3)[S:27][C:28]=2[C:34]=1[C:35]1[CH:36]=[CH:37][C:38]([Cl:41])=[CH:39][CH:40]=1)[C:43]([O:45][CH2:46][CH3:47])=[O:44])([CH3:50])([CH3:51])[CH3:52], predict the reactants needed to synthesize it. The reactants are: [CH3:1][C:2]1[C:3](=[O:24])[NH:4][C:5](=[O:23])[N:6]([C:8]2[CH:13]=[CH:12][CH:11]=[C:10](B3OC(C)(C)C(C)(C)O3)[CH:9]=2)[CH:7]=1.Br[C:26]1[S:27][C:28]2[C:34]([C:35]3[CH:40]=[CH:39][C:38]([Cl:41])=[CH:37][CH:36]=3)=[C:33]([C@H:42]([O:48][C:49]([CH3:52])([CH3:51])[CH3:50])[C:43]([O:45][CH2:46][CH3:47])=[O:44])[C:32]([CH3:53])=[CH:31][C:29]=2[N:30]=1.C(=O)([O-])[O-].[K+].[K+]. (9) Given the product [CH2:1]([O:4][C:5]1([CH3:38])[CH2:10][CH2:9][N:8]([C:11]2[N:16]3[CH:17]=[C:18]([C:20]4[CH:21]=[C:22]([C:48]5[C:49]([O:50][C@H:51]([CH2:53][CH:54]=[CH2:55])[CH3:52])=[CH:44][C:45]([F:57])=[CH:46][C:47]=5[F:56])[CH:23]=[CH:24][CH:25]=4)[N:19]=[C:15]3[CH:14]=[C:13]([CH3:27])[C:12]=2[C@H:28]([O:33][C:34]([CH3:37])([CH3:36])[CH3:35])[C:29]([O:31][CH3:32])=[O:30])[CH2:7][CH2:6]1)[CH:2]=[CH2:3], predict the reactants needed to synthesize it. The reactants are: [CH2:1]([O:4][C:5]1([CH3:38])[CH2:10][CH2:9][N:8]([C:11]2[N:16]3[CH:17]=[C:18]([C:20]4[CH:25]=[CH:24][CH:23]=[C:22](Br)[CH:21]=4)[N:19]=[C:15]3[CH:14]=[C:13]([CH3:27])[C:12]=2[C@H:28]([O:33][C:34]([CH3:37])([CH3:36])[CH3:35])[C:29]([O:31][CH3:32])=[O:30])[CH2:7][CH2:6]1)[CH:2]=[CH2:3].C([Sn](CCCC)(CCCC)[C:44]1[C:49]([O:50][C@H:51]([CH2:53][CH:54]=[CH2:55])[CH3:52])=[CH:48][C:47]([F:56])=[CH:46][C:45]=1[F:57])CCC.[F-].[Cs+].[SnH4].